The task is: Predict the reaction yield, written as a fraction of the theoretical maximum amount of product (1.0 means a 100% yield; for example, 0.34 means a 34% yield).. This data is from Reaction yield outcomes from USPTO patents with 853,638 reactions. (1) The reactants are CO[C:3](=[O:20])[C@@H:4]([N:6]([C:10]([O:12][CH2:13][C:14]1[CH:19]=[CH:18][CH:17]=[CH:16][CH:15]=1)=[O:11])[CH2:7][CH:8]=O)[CH3:5].[NH2:21][CH2:22][CH2:23][CH2:24][CH2:25][OH:26].C(O)(=O)C.C(O[BH-](OC(=O)C)OC(=O)C)(=O)C.[Na+].C(N(CC)CC)C. The catalyst is ClCCl. The product is [CH2:13]([O:12][C:10]([N:6]1[CH2:7][CH2:8][N:21]([CH2:22][CH2:23][CH2:24][CH2:25][OH:26])[C:3](=[O:20])[C@@H:4]1[CH3:5])=[O:11])[C:14]1[CH:15]=[CH:16][CH:17]=[CH:18][CH:19]=1. The yield is 0.660. (2) The reactants are [Cl:1][C:2]1[CH:7]=[C:6](/[CH:8]=[CH:9]/[CH:10]([C:15]2[CH:20]=[C:19]([Cl:21])[C:18]([Cl:22])=[C:17]([Cl:23])[CH:16]=2)[C:11]([F:14])([F:13])[F:12])[CH:5]=[CH:4][C:3]=1[CH2:24][NH2:25].Cl[C:27](=[O:32])[C:28]([O:30][CH3:31])=[O:29]. The catalyst is C(Cl)Cl. The product is [Cl:1][C:2]1[CH:7]=[C:6](/[CH:8]=[CH:9]/[CH:10]([C:15]2[CH:20]=[C:19]([Cl:21])[C:18]([Cl:22])=[C:17]([Cl:23])[CH:16]=2)[C:11]([F:14])([F:13])[F:12])[CH:5]=[CH:4][C:3]=1[CH2:24][NH:25][C:27](=[O:32])[C:28]([O:30][CH3:31])=[O:29]. The yield is 0.500. (3) The reactants are Br[C:2]1[C:7](=[O:8])[N:6]([CH2:9][C:10]2[CH:15]=[CH:14][C:13]([C:16]3[C:17]([C:22]#[N:23])=[CH:18][CH:19]=[CH:20][CH:21]=3)=[CH:12][CH:11]=2)[C:5]([CH2:24][CH2:25][CH3:26])=[N:4][C:3]=1[CH2:27][CH3:28].[CH3:29][C:30]1[CH:35]=[C:34]([CH3:36])[N:33]=[C:32]([OH:37])[CH:31]=1.[OH-].[K+].CS(C)=O. The catalyst is C(OCC)(=O)C. The product is [CH3:29][C:30]1[CH:35]=[C:34]([CH3:36])[N:33]=[C:32]([O:37][C:2]2[C:7](=[O:8])[N:6]([CH2:9][C:10]3[CH:15]=[CH:14][C:13]([C:16]4[C:17]([C:22]#[N:23])=[CH:18][CH:19]=[CH:20][CH:21]=4)=[CH:12][CH:11]=3)[C:5]([CH2:24][CH2:25][CH3:26])=[N:4][C:3]=2[CH2:27][CH3:28])[CH:31]=1. The yield is 0.480.